This data is from Reaction yield outcomes from USPTO patents with 853,638 reactions. The task is: Predict the reaction yield, written as a fraction of the theoretical maximum amount of product (1.0 means a 100% yield; for example, 0.34 means a 34% yield). (1) The yield is 0.870. The product is [ClH:27].[NH2:1][C:2]1[N:3]([CH3:26])[C:4](=[O:25])[C:5]([C:14]2[CH:19]=[CH:18][C:17]([O:20][CH:21]([F:23])[F:22])=[C:16]([CH3:24])[CH:15]=2)([C:7]2[CH:12]=[CH:11][CH:10]=[C:9]([F:13])[CH:8]=2)[N:6]=1. The catalyst is C(Cl)Cl. The reactants are [NH2:1][C:2]1[N:3]([CH3:26])[C:4](=[O:25])[C:5]([C:14]2[CH:19]=[CH:18][C:17]([O:20][CH:21]([F:23])[F:22])=[C:16]([CH3:24])[CH:15]=2)([C:7]2[CH:12]=[CH:11][CH:10]=[C:9]([F:13])[CH:8]=2)[N:6]=1.[ClH:27]. (2) The reactants are Cl.[F:2][C:3]1[CH:11]=[C:10]2[C:6]([C:7]([C:21]3[CH:22]=[N:23][N:24]([CH:26]4[CH2:31][CH2:30][NH:29][CH2:28][CH2:27]4)[CH:25]=3)=[CH:8][N:9]2[S:12]([C:15]2[CH:20]=[CH:19][CH:18]=[CH:17][CH:16]=2)(=[O:14])=[O:13])=[CH:5][CH:4]=1.C([O-])([O-])=O.[K+].[K+].Br[CH2:39][CH2:40][OH:41]. The catalyst is CN(C=O)C. The product is [F:2][C:3]1[CH:11]=[C:10]2[C:6]([C:7]([C:21]3[CH:22]=[N:23][N:24]([CH:26]4[CH2:31][CH2:30][N:29]([CH2:39][CH2:40][OH:41])[CH2:28][CH2:27]4)[CH:25]=3)=[CH:8][N:9]2[S:12]([C:15]2[CH:16]=[CH:17][CH:18]=[CH:19][CH:20]=2)(=[O:13])=[O:14])=[CH:5][CH:4]=1. The yield is 0.690. (3) The reactants are F[C:2]1[CH:3]=[CH:4][C:5]([N+:9]([O-:11])=[O:10])=[C:6]([CH3:8])[CH:7]=1.[NH:12]1[CH:16]=[CH:15][CH:14]=[N:13]1.C(=O)([O-])[O-].[K+].[K+]. The catalyst is CN(C)C=O.O. The product is [CH3:8][C:6]1[CH:7]=[C:2]([N:12]2[CH:16]=[CH:15][CH:14]=[N:13]2)[CH:3]=[CH:4][C:5]=1[N+:9]([O-:11])=[O:10]. The yield is 1.00. (4) The reactants are C([BH3-])#N.[Na+].[CH3:5][N:6]1[C:14]2[C:9](=[CH:10][CH:11]=[CH:12][CH:13]=2)[CH:8]=[CH:7]1. The catalyst is C(O)(=O)C.O. The product is [CH3:5][N:6]1[C:14]2[C:9](=[CH:10][CH:11]=[CH:12][CH:13]=2)[CH2:8][CH2:7]1. The yield is 0.150. (5) The reactants are [NH2:1][CH2:2][CH:3]1[S:7][C:6]([C:8]2[NH:9][C:10]3[C:15]([CH:16]=2)=[CH:14][CH:13]=[CH:12][C:11]=3[N:17]([CH3:26])[S:18]([C:21]2[S:22][CH:23]=[CH:24][CH:25]=2)(=[O:20])=[O:19])=[N:5][CH2:4]1.[C:27](OC(=O)C)(=[O:29])[CH3:28].O. The catalyst is CN(C)C(=O)C. The product is [CH3:26][N:17]([S:18]([C:21]1[S:22][CH:23]=[CH:24][CH:25]=1)(=[O:20])=[O:19])[C:11]1[CH:12]=[CH:13][CH:14]=[C:15]2[C:10]=1[NH:9][C:8]([C:6]1[S:7][CH:3]([CH2:2][NH:1][C:27](=[O:29])[CH3:28])[CH2:4][N:5]=1)=[CH:16]2. The yield is 0.680. (6) The reactants are [CH3:1][C:2]([C:8]1[NH:9][C:10]2[C:15]([CH:16]=1)=[CH:14][C:13]([N+:17]([O-])=O)=[CH:12][CH:11]=2)([CH3:7])[C:3]([O:5][CH3:6])=[O:4]. The catalyst is [Ni].CO. The product is [NH2:17][C:13]1[CH:14]=[C:15]2[C:10](=[CH:11][CH:12]=1)[NH:9][C:8]([C:2]([CH3:7])([CH3:1])[C:3]([O:5][CH3:6])=[O:4])=[CH:16]2. The yield is 0.380. (7) The reactants are Br[C:2]1[CH:11]=[C:10]2[C:5]([CH:6]=[C:7]([NH:12][C:13]([CH:15]3[CH2:17][CH2:16]3)=[O:14])[N:8]=[CH:9]2)=[CH:4][CH:3]=1.[C:18]1([SH:24])[CH:23]=[CH:22][CH:21]=[CH:20][CH:19]=1.CC(C)([O-])C.[Na+]. The catalyst is O1CCOCC1.CO.C1(P(C2C=CC=CC=2)[C-]2C=CC=C2)C=CC=CC=1.[C-]1(P(C2C=CC=CC=2)C2C=CC=CC=2)C=CC=C1.[Fe+2].C([O-])(=O)C.[Pd+2].C([O-])(=O)C. The product is [C:18]1([S:24][C:2]2[CH:11]=[C:10]3[C:5]([CH:6]=[C:7]([NH:12][C:13]([CH:15]4[CH2:17][CH2:16]4)=[O:14])[N:8]=[CH:9]3)=[CH:4][CH:3]=2)[CH:23]=[CH:22][CH:21]=[CH:20][CH:19]=1. The yield is 0.260. (8) The reactants are Cl[C:2]1[N:3]=[C:4]([OH:12])[C:5]2[CH:11]=[CH:10][N:9]=[CH:8][C:6]=2[N:7]=1.[CH2:13]([N:20]1[CH2:28][C:27]2[C:22](=[CH:23][C:24]([OH:29])=[CH:25][CH:26]=2)[NH:21]1)[C:14]1[CH:19]=[CH:18][CH:17]=[CH:16][CH:15]=1. No catalyst specified. The product is [CH2:13]([N:20]1[CH:28]=[C:27]2[C:22]([CH:23]=[C:24]([O:29][C:2]3[N:3]=[C:4]([OH:12])[C:5]4[CH:11]=[CH:10][N:9]=[CH:8][C:6]=4[N:7]=3)[CH:25]=[CH:26]2)=[N:21]1)[C:14]1[CH:15]=[CH:16][CH:17]=[CH:18][CH:19]=1. The yield is 0.0100.